The task is: Predict the reaction yield, written as a fraction of the theoretical maximum amount of product (1.0 means a 100% yield; for example, 0.34 means a 34% yield).. This data is from Reaction yield outcomes from USPTO patents with 853,638 reactions. (1) The reactants are [C:1]([O:5][C:6](=[O:8])[NH2:7])([CH3:4])([CH3:3])[CH3:2].[H-].[Na+].CI.[CH3:13]N(C=O)C. The catalyst is O1CCCC1. The product is [C:1]([O:5][C:6](=[O:8])[NH:7][CH3:13])([CH3:4])([CH3:3])[CH3:2]. The yield is 1.00. (2) The product is [CH:35]1([CH2:34][O:33][C:24]2[CH:23]=[CH:28][C:27]([S:29]([CH3:32])(=[O:31])=[O:30])=[CH:26][C:25]=2[C:10]2[C:9]3[C:4](=[CH:5][CH:6]=[CH:7][CH:8]=3)[C:3](=[O:21])[N:2]([CH3:1])[CH:11]=2)[CH2:36][CH2:37]1. The catalyst is C1C=CC(P(C2C=CC=CC=2)[C-]2C=CC=C2)=CC=1.C1C=CC(P(C2C=CC=CC=2)[C-]2C=CC=C2)=CC=1.Cl[Pd]Cl.[Fe+2].O1CCOCC1.O. The yield is 0.600. The reactants are [CH3:1][N:2]1[CH:11]=[C:10](B2OC(C)(C)C(C)(C)O2)[C:9]2[C:4](=[CH:5][CH:6]=[CH:7][CH:8]=2)[C:3]1=[O:21].Br[C:23]1[CH:28]=[C:27]([S:29]([CH3:32])(=[O:31])=[O:30])[CH:26]=[CH:25][C:24]=1[O:33][CH2:34][CH:35]1[CH2:37][CH2:36]1.[O-]P([O-])([O-])=O.[K+].[K+].[K+]. (3) The reactants are [C:1]([C:3]1[CH:4]=[C:5]([N+:10]([O-])=O)[C:6]([CH3:9])=[N:7][CH:8]=1)#[CH:2].[CH3:13][N:14]1[CH2:19][CH2:18][NH:17][CH2:16][CH2:15]1. The catalyst is CCO.[OH-].[OH-].[Pd+2]. The product is [CH3:9][C:6]1[C:5]([NH2:10])=[CH:4][C:3]([CH2:1][CH2:2][N:17]2[CH2:18][CH2:19][N:14]([CH3:13])[CH2:15][CH2:16]2)=[CH:8][N:7]=1. The yield is 0.770. (4) The reactants are [NH2:1][C:2]1[CH:3]=[CH:4][CH:5]=[C:6]2[C:11]=1[N:10]=[CH:9][CH:8]=[CH:7]2.[F:12][C:13]([F:26])([F:25])[O:14][C:15]1[CH:20]=[CH:19][CH:18]=[CH:17][C:16]=1[S:21](Cl)(=[O:23])=[O:22]. The catalyst is CN(C1C=CN=CC=1)C. The product is [N:10]1[C:11]2[C:6](=[CH:5][CH:4]=[CH:3][C:2]=2[NH:1][S:21]([C:16]2[CH:17]=[CH:18][CH:19]=[CH:20][C:15]=2[O:14][C:13]([F:12])([F:25])[F:26])(=[O:23])=[O:22])[CH:7]=[CH:8][CH:9]=1. The yield is 0.600.